Predict the reaction yield, written as a fraction of the theoretical maximum amount of product (1.0 means a 100% yield; for example, 0.34 means a 34% yield). From a dataset of Buchwald-Hartwig C-N cross coupling reaction yields with 55,370 reactions. (1) The reactants are CCc1ccc(Br)cc1.Cc1ccc(N)cc1.O=S(=O)(O[Pd]1c2ccccc2-c2ccccc2N~1)C(F)(F)F.CC(C)c1cc(C(C)C)c(-c2ccccc2P(C(C)(C)C)C(C)(C)C)c(C(C)C)c1.CN1CCCN2CCCN=C12.COC(=O)c1cc(-c2ccco2)on1. No catalyst specified. The product is CCc1ccc(Nc2ccc(C)cc2)cc1. The yield is 0.702. (2) The reactants are FC(F)(F)c1ccc(Cl)cc1.Cc1ccc(N)cc1.O=S(=O)(O[Pd]1c2ccccc2-c2ccccc2N~1)C(F)(F)F.COc1ccc(OC)c(P(C(C)(C)C)C(C)(C)C)c1-c1c(C(C)C)cc(C(C)C)cc1C(C)C.CN(C)C(=NC(C)(C)C)N(C)C.CCOC(=O)c1ccon1. No catalyst specified. The product is Cc1ccc(Nc2ccc(C(F)(F)F)cc2)cc1. The yield is 0.151. (3) The reactants are CCc1ccc(I)cc1.Cc1ccc(N)cc1.O=S(=O)(O[Pd]1c2ccccc2-c2ccccc2N~1)C(F)(F)F.COc1ccc(OC)c(P([C@]23C[C@H]4C[C@H](C[C@H](C4)C2)C3)[C@]23C[C@H]4C[C@H](C[C@H](C4)C2)C3)c1-c1c(C(C)C)cc(C(C)C)cc1C(C)C.CN(C)C(=NC(C)(C)C)N(C)C.c1ccc2oncc2c1. No catalyst specified. The product is CCc1ccc(Nc2ccc(C)cc2)cc1. The yield is 0.399. (4) No catalyst specified. The reactants are CCc1ccc(Cl)cc1.Cc1ccc(N)cc1.O=S(=O)(O[Pd]1c2ccccc2-c2ccccc2N~1)C(F)(F)F.COc1ccc(OC)c(P([C@]23C[C@H]4C[C@H](C[C@H](C4)C2)C3)[C@]23C[C@H]4C[C@H](C[C@H](C4)C2)C3)c1-c1c(C(C)C)cc(C(C)C)cc1C(C)C.CCN=P(N=P(N(C)C)(N(C)C)N(C)C)(N(C)C)N(C)C.Cc1ccon1. The yield is 0.0112. The product is CCc1ccc(Nc2ccc(C)cc2)cc1. (5) The reactants are COc1ccc(Cl)cc1.Cc1ccc(N)cc1.O=S(=O)(O[Pd]1c2ccccc2-c2ccccc2N~1)C(F)(F)F.CC(C)c1cc(C(C)C)c(-c2ccccc2P(C(C)(C)C)C(C)(C)C)c(C(C)C)c1.CN1CCCN2CCCN=C12.c1ccc(CN(Cc2ccccc2)c2ccon2)cc1. No catalyst specified. The product is COc1ccc(Nc2ccc(C)cc2)cc1. The yield is 0.421. (6) The reactants are Clc1ccccn1.Cc1ccc(N)cc1.O=S(=O)(O[Pd]1c2ccccc2-c2ccccc2N~1)C(F)(F)F.CC(C)c1cc(C(C)C)c(-c2ccccc2P(C(C)(C)C)C(C)(C)C)c(C(C)C)c1.CN1CCCN2CCCN=C12.Cc1ccon1. No catalyst specified. The product is Cc1ccc(Nc2ccccn2)cc1. The yield is 0.860.